From a dataset of Full USPTO retrosynthesis dataset with 1.9M reactions from patents (1976-2016). Predict the reactants needed to synthesize the given product. (1) Given the product [N+:1]([C:4]1[CH:5]=[C:6]([NH:7][C:20](=[O:24])[CH2:21][CH2:22][CH3:23])[CH:8]=[CH:9][CH:10]=1)([O-:3])=[O:2], predict the reactants needed to synthesize it. The reactants are: [N+:1]([C:4]1[CH:5]=[C:6]([CH:8]=[CH:9][CH:10]=1)[NH2:7])([O-:3])=[O:2].CCN(C(C)C)C(C)C.[C:20](Cl)(=[O:24])[CH2:21][CH2:22][CH3:23]. (2) Given the product [F:1][C:2]1[CH:7]=[CH:6][C:5]([CH2:8][C:9]2[NH:10][C:11]([C:24]3[CH:29]=[CH:28][CH:27]=[C:26]([CH3:30])[N:25]=3)=[C:12]([C:14]3[CH:15]=[C:16]4[C:21](=[CH:22][CH:23]=3)[N:20]=[CH:19][CH:18]=[CH:17]4)[N:13]=2)=[CH:4][C:3]=1[O:31][CH2:33][CH2:34][NH:35][C:36](=[O:42])[O:37][C:38]([CH3:41])([CH3:40])[CH3:39], predict the reactants needed to synthesize it. The reactants are: [F:1][C:2]1[CH:7]=[CH:6][C:5]([CH2:8][C:9]2[NH:10][C:11]([C:24]3[CH:29]=[CH:28][CH:27]=[C:26]([CH3:30])[N:25]=3)=[C:12]([C:14]3[CH:15]=[C:16]4[C:21](=[CH:22][CH:23]=3)[N:20]=[CH:19][CH:18]=[CH:17]4)[N:13]=2)=[CH:4][C:3]=1[OH:31].Br[CH2:33][CH2:34][NH:35][C:36](=[O:42])[O:37][C:38]([CH3:41])([CH3:40])[CH3:39].C([O-])([O-])=O.[K+].[K+]. (3) Given the product [F:18][C:17]([F:20])([F:19])[C:14]1[CH:15]=[CH:16][C:11]([O:1][C:2]2[CH:3]=[C:4]([CH2:5][OH:6])[CH:7]=[CH:8][CH:9]=2)=[N:12][CH:13]=1, predict the reactants needed to synthesize it. The reactants are: [OH:1][C:2]1[CH:3]=[C:4]([CH:7]=[CH:8][CH:9]=1)[CH2:5][OH:6].Cl[C:11]1[CH:16]=[CH:15][C:14]([C:17]([F:20])([F:19])[F:18])=[CH:13][N:12]=1.C(=O)([O-])[O-].[K+].[K+].